Dataset: Forward reaction prediction with 1.9M reactions from USPTO patents (1976-2016). Task: Predict the product of the given reaction. (1) Given the reactants [CH:1]1([CH2:4][N:5]2[C:9]([C:10]3[CH:11]=[C:12]([CH:16]=[C:17]([C:19]4[CH:24]=[CH:23][C:22]([CH3:25])=[CH:21][N:20]=4)[CH:18]=3)[C:13](O)=[O:14])=[CH:8][CH:7]=[N:6]2)[CH2:3][CH2:2]1.[CH3:26][C:27]1[N:28]=[CH:29][C:30]([CH2:33][NH2:34])=[N:31][CH:32]=1.CCN=C=NCCCN(C)C.C1C=CC2N(O)N=NC=2C=1.CN1CCOCC1, predict the reaction product. The product is: [CH:1]1([CH2:4][N:5]2[C:9]([C:10]3[CH:11]=[C:12]([CH:16]=[C:17]([C:19]4[CH:24]=[CH:23][C:22]([CH3:25])=[CH:21][N:20]=4)[CH:18]=3)[C:13]([NH:34][CH2:33][C:30]3[CH:29]=[N:28][C:27]([CH3:26])=[CH:32][N:31]=3)=[O:14])=[CH:8][CH:7]=[N:6]2)[CH2:3][CH2:2]1. (2) Given the reactants [C:1]([O:5][C:6](=[O:25])[N:7]([CH2:9][C:10]1[CH:14]=[C:13](Br)[N:12]([S:16]([C:19]2[CH:20]=[N:21][CH:22]=[CH:23][CH:24]=2)(=[O:18])=[O:17])[CH:11]=1)[CH3:8])([CH3:4])([CH3:3])[CH3:2].[CH3:26][C:27]1[CH:32]=[C:31]([CH3:33])[CH:30]=[CH:29][C:28]=1B(O)O.C(=O)([O-])[O-].[Na+].[Na+], predict the reaction product. The product is: [C:1]([O:5][C:6](=[O:25])[N:7]([CH2:9][C:10]1[CH:14]=[C:13]([C:28]2[CH:29]=[CH:30][C:31]([CH3:33])=[CH:32][C:27]=2[CH3:26])[N:12]([S:16]([C:19]2[CH:20]=[N:21][CH:22]=[CH:23][CH:24]=2)(=[O:18])=[O:17])[CH:11]=1)[CH3:8])([CH3:4])([CH3:3])[CH3:2]. (3) Given the reactants [N:1]1[CH:6]=[CH:5][CH:4]=[CH:3][C:2]=1[CH:7]1[C:12]2[N:13]=[CH:14][NH:15][C:11]=2[CH2:10][CH2:9][NH:8]1.I(C1C=CC=CC=1)(=O)=O, predict the reaction product. The product is: [N:1]1[CH:6]=[CH:5][CH:4]=[CH:3][C:2]=1[C:7]1[C:12]2[N:13]=[CH:14][NH:15][C:11]=2[CH:10]=[CH:9][N:8]=1. (4) Given the reactants [CH3:1][N:2]([C:10]1[CH:15]=[CH:14][C:13]([C:16]2[CH:21]=[CH:20][N:19]=[C:18]3[N:22]([S:26]([C:29]4[CH:34]=[CH:33][CH:32]=[CH:31][CH:30]=4)(=[O:28])=[O:27])[C:23]([CH3:25])=[CH:24][C:17]=23)=[CH:12][CH:11]=1)C(=O)OC(C)(C)C.C(O)(C(F)(F)F)=O, predict the reaction product. The product is: [CH3:1][NH:2][C:10]1[CH:11]=[CH:12][C:13]([C:16]2[CH:21]=[CH:20][N:19]=[C:18]3[N:22]([S:26]([C:29]4[CH:34]=[CH:33][CH:32]=[CH:31][CH:30]=4)(=[O:27])=[O:28])[C:23]([CH3:25])=[CH:24][C:17]=23)=[CH:14][CH:15]=1. (5) Given the reactants [NH2:1][C:2]1[N:23]=[CH:22][CH:21]=[CH:20][C:3]=1[C:4]([NH:6][CH2:7][C:8]1[S:9][C:10]([O:13][C:14]2[CH:19]=[CH:18][CH:17]=[CH:16][CH:15]=2)=[CH:11][CH:12]=1)=[O:5].CN(C)C=O.[Cl:29]N1C(=O)CCC1=O, predict the reaction product. The product is: [NH2:1][C:2]1[N:23]=[CH:22][CH:21]=[CH:20][C:3]=1[C:4]([NH:6][CH2:7][C:8]1[S:9][C:10]([O:13][C:14]2[CH:19]=[CH:18][CH:17]=[CH:16][CH:15]=2)=[C:11]([Cl:29])[CH:12]=1)=[O:5]. (6) The product is: [C:1]([C:5]1[CH:18]=[CH:17][C:16]2[N:15]3[CH:26]=[CH:27][N:28]=[C:14]3[C:13]3[CH:12]=[CH:11][C:10]([C:20]([CH3:23])([CH3:22])[CH3:21])=[CH:9][C:8]=3[C:7]=2[CH:6]=1)([CH3:4])([CH3:3])[CH3:2]. Given the reactants [C:1]([C:5]1[CH:18]=[CH:17][C:16]2[C:7](=[C:8]3[C:13](=[C:14](Cl)[N:15]=2)[CH:12]=[CH:11][C:10]([C:20]([CH3:23])([CH3:22])[CH3:21])=[CH:9]3)[CH:6]=1)([CH3:4])([CH3:3])[CH3:2].CO[CH:26](OC)[CH2:27][NH2:28], predict the reaction product. (7) Given the reactants [Cl:1][C:2]1[CH:10]=[C:9]2[C:5]([C:6]([C:11]([N:13]3[CH2:18][CH2:17][CH:16]([C:19]4[C:27]5[O:26][CH2:25][CH2:24][C:23]=5[CH:22]=[CH:21][CH:20]=4)[CH2:15][CH2:14]3)=[O:12])=[CH:7][NH:8]2)=[CH:4][CH:3]=1.Cl[CH2:29][C:30]([NH:32][CH3:33])=[O:31], predict the reaction product. The product is: [Cl:1][C:2]1[CH:10]=[C:9]2[C:5]([C:6]([C:11]([N:13]3[CH2:14][CH2:15][CH:16]([C:19]4[C:27]5[O:26][CH2:25][CH2:24][C:23]=5[CH:22]=[CH:21][CH:20]=4)[CH2:17][CH2:18]3)=[O:12])=[CH:7][N:8]2[CH2:29][C:30]([NH:32][CH3:33])=[O:31])=[CH:4][CH:3]=1. (8) Given the reactants [Cl:1][C:2]1[N:3]=[N:4][C:5](Cl)=[CH:6][C:7]=1[C:8]1[CH:13]=[CH:12][CH:11]=[CH:10][CH:9]=1.[NH4+:15].[OH-], predict the reaction product. The product is: [Cl:1][C:2]1[N:3]=[N:4][C:5]([NH2:15])=[CH:6][C:7]=1[C:8]1[CH:13]=[CH:12][CH:11]=[CH:10][CH:9]=1. (9) Given the reactants [CH3:1][N:2]1[CH2:14][CH2:13][C:12]2[C:11]3[C:6](=[CH:7][CH:8]=[C:9]([CH3:15])[CH:10]=3)[NH:5][C:4]=2[CH2:3]1.[H-].[Na+].[O:18]1[CH2:20][CH:19]1[C:21]1[CH:26]=[CH:25][N:24]=[CH:23][CH:22]=1, predict the reaction product. The product is: [CH3:1][N:2]1[CH2:14][CH2:13][C:12]2[C:11]3[C:6](=[CH:7][CH:8]=[C:9]([CH3:15])[CH:10]=3)[N:5]([CH2:20][CH:19]([C:21]3[CH:26]=[CH:25][N:24]=[CH:23][CH:22]=3)[OH:18])[C:4]=2[CH2:3]1. (10) Given the reactants [C:1]([O:5][C:6](=[O:31])[CH2:7][CH:8]([C:16](N1C(C)C(C2C=CC=CC=2)OC1=O)=[O:17])[CH2:9][C:10]([CH3:15])([CH3:14])[CH2:11][CH2:12][CH3:13])([CH3:4])([CH3:3])[CH3:2].[Li+].[OH-:33].OO, predict the reaction product. The product is: [C:1]([O:5][C:6](=[O:31])[CH2:7][C@H:8]([CH2:9][C:10]([CH3:14])([CH3:15])[CH2:11][CH2:12][CH3:13])[C:16]([OH:17])=[O:33])([CH3:2])([CH3:3])[CH3:4].